From a dataset of Forward reaction prediction with 1.9M reactions from USPTO patents (1976-2016). Predict the product of the given reaction. (1) Given the reactants Cl[C:2]1[N:7]=[C:6]([C:8]2[CH:9]=[CH:10][C:11]([O:16][CH:17]3[CH2:22][CH2:21][O:20][CH2:19][CH2:18]3)=[C:12]([CH:15]=2)[C:13]#[N:14])[CH:5]=[CH:4][N:3]=1.[CH3:23][O:24][C:25]1[CH:26]=[C:27]([CH:29]=[CH:30][C:31]=1[O:32][CH2:33][CH2:34][CH2:35][N:36]1[CH2:41][CH2:40][O:39][CH2:38][CH2:37]1)[NH2:28], predict the reaction product. The product is: [CH3:23][O:24][C:25]1[CH:26]=[C:27]([NH:28][C:2]2[N:7]=[C:6]([C:8]3[CH:9]=[CH:10][C:11]([O:16][CH:17]4[CH2:22][CH2:21][O:20][CH2:19][CH2:18]4)=[C:12]([CH:15]=3)[C:13]#[N:14])[CH:5]=[CH:4][N:3]=2)[CH:29]=[CH:30][C:31]=1[O:32][CH2:33][CH2:34][CH2:35][N:36]1[CH2:37][CH2:38][O:39][CH2:40][CH2:41]1. (2) Given the reactants [F:1][C:2]([F:16])([F:15])[O:3][C:4]1[CH:9]=[CH:8][C:7]([CH:10]=[CH:11][N+:12]([O-])=O)=[CH:6][CH:5]=1.[H][H].[ClH:19], predict the reaction product. The product is: [ClH:19].[F:1][C:2]([F:15])([F:16])[O:3][C:4]1[CH:5]=[CH:6][C:7]([CH2:10][CH2:11][NH2:12])=[CH:8][CH:9]=1. (3) The product is: [NH2:1][C:2]1[N:3]([C:8]2[C:17]3[C:12](=[CH:13][CH:14]=[CH:15][CH:16]=3)[C:11]([CH:18]3[CH2:20][CH2:19]3)=[CH:10][CH:9]=2)[C:4]([S:7][CH2:33][C:32]([NH:31][C:30]2[CH:29]=[CH:28][C:24]([C:25]([OH:27])=[O:26])=[CH:23][C:22]=2[Cl:21])=[O:35])=[N:5][N:6]=1. Given the reactants [NH2:1][C:2]1[N:3]([C:8]2[C:17]3[C:12](=[CH:13][CH:14]=[CH:15][CH:16]=3)[C:11]([CH:18]3[CH2:20][CH2:19]3)=[CH:10][CH:9]=2)[C:4]([SH:7])=[N:5][N:6]=1.[Cl:21][C:22]1[CH:23]=[C:24]([CH:28]=[CH:29][C:30]=1[NH:31][C:32](=[O:35])[CH2:33]Cl)[C:25]([OH:27])=[O:26].O, predict the reaction product. (4) Given the reactants [Al+3].[Cl-].[Cl-].[Cl-].[H-].[H-].[H-].[H-].[Li+].[Al+3].[C:11]([N:14]1[CH2:19][CH2:18][N:17]([C:20](=O)[CH3:21])[C:16]2[CH:23]=[CH:24][N:25]=[CH:26][C:15]1=2)(=O)[CH3:12], predict the reaction product. The product is: [CH2:20]([N:17]1[CH2:18][CH2:19][N:14]([CH2:11][CH3:12])[C:15]2[CH:26]=[N:25][CH:24]=[CH:23][C:16]1=2)[CH3:21]. (5) Given the reactants [CH:1]1([C:4]([C:6]2[CH:11]=[CH:10][C:9]([CH2:12][C:13]([OH:15])=O)=[CH:8][CH:7]=2)=[O:5])[CH2:3][CH2:2]1.[N:16]1(C(N)=O)[CH2:20]CC[CH2:17]1, predict the reaction product. The product is: [CH3:17][N:16]([CH3:20])[C:13](=[O:15])[CH2:12][C:9]1[CH:10]=[CH:11][C:6]([C:4]([CH:1]2[CH2:3][CH2:2]2)=[O:5])=[CH:7][CH:8]=1. (6) Given the reactants CS(O[CH2:6][CH2:7][C@H:8]([NH:15][C:16]([C@H:18]1[N:22]([S:23]([C:26]2[CH:31]=[CH:30][C:29]([C:32]3[CH:37]=[CH:36][CH:35]=[CH:34][CH:33]=3)=[CH:28][CH:27]=2)(=[O:25])=[O:24])[CH2:21][CH2:20][S:19]1)=[O:17])[C:9]1[CH:14]=[CH:13][CH:12]=[CH:11][CH:10]=1)(=O)=O.[CH3:38][NH:39][CH2:40][C:41]([O:43][CH3:44])=[O:42], predict the reaction product. The product is: [C:29]1([C:32]2[CH:33]=[CH:34][CH:35]=[CH:36][CH:37]=2)[CH:28]=[CH:27][C:26]([S:23]([N:22]2[CH2:21][CH2:20][S:19][C@H:18]2[C:16]([NH:15][C@H:8]([C:9]2[CH:10]=[CH:11][CH:12]=[CH:13][CH:14]=2)[CH2:7][CH2:6][N:39]([CH2:40][C:41]([O:43][CH3:44])=[O:42])[CH3:38])=[O:17])(=[O:24])=[O:25])=[CH:31][CH:30]=1.